This data is from Forward reaction prediction with 1.9M reactions from USPTO patents (1976-2016). The task is: Predict the product of the given reaction. (1) Given the reactants [CH:1]([O:4][C:5]1[CH:13]=[CH:12][C:11]([S:14]([CH3:17])(=[O:16])=[O:15])=[CH:10][C:6]=1[C:7]([OH:9])=O)([CH3:3])[CH3:2].Cl.[CH3:19][O:20][C:21]([C:23]1[CH:24]=[CH:25][CH:26]=[C:27]2[S:31][C:30]([N:32]3[CH2:37][CH2:36][NH:35][CH2:34][CH2:33]3)=[N:29][C:28]=12)=[O:22], predict the reaction product. The product is: [CH3:19][O:20][C:21]([C:23]1[CH:24]=[CH:25][CH:26]=[C:27]2[S:31][C:30]([N:32]3[CH2:37][CH2:36][N:35]([C:7](=[O:9])[C:6]4[CH:10]=[C:11]([S:14]([CH3:17])(=[O:16])=[O:15])[CH:12]=[CH:13][C:5]=4[O:4][CH:1]([CH3:2])[CH3:3])[CH2:34][CH2:33]3)=[N:29][C:28]=12)=[O:22]. (2) Given the reactants [Cl:1][C:2]1[N:10]=[C:9]([O:11][CH3:12])[CH:8]=[CH:7][C:3]=1[C:4](Cl)=[O:5].[CH3:13][OH:14], predict the reaction product. The product is: [CH3:13][O:14][C:4](=[O:5])[C:3]1[CH:7]=[CH:8][C:9]([O:11][CH3:12])=[N:10][C:2]=1[Cl:1]. (3) Given the reactants [OH:1][CH2:2][C:3]1[C:7]2[CH:8]=[N:9][C:10]([NH:12][C:13]([NH:15][C@@H:16]([C:18]3[CH:23]=[CH:22][CH:21]=[CH:20][CH:19]=3)[CH3:17])=[O:14])=[CH:11][C:6]=2[N:5]([C:24]([C:37]2[CH:42]=[CH:41][CH:40]=[CH:39][CH:38]=2)([C:31]2[CH:36]=[CH:35][CH:34]=[CH:33][CH:32]=2)[C:25]2[CH:30]=[CH:29][CH:28]=[CH:27][CH:26]=2)[N:4]=1.C(=O)([O-])[O-].[Cs+].[Cs+].I[CH2:50][CH3:51].O, predict the reaction product. The product is: [CH2:50]([O:1][CH2:2][C:3]1[C:7]2[CH:8]=[N:9][C:10]([NH:12][C:13]([NH:15][C@@H:16]([C:18]3[CH:23]=[CH:22][CH:21]=[CH:20][CH:19]=3)[CH3:17])=[O:14])=[CH:11][C:6]=2[N:5]([C:24]([C:37]2[CH:42]=[CH:41][CH:40]=[CH:39][CH:38]=2)([C:25]2[CH:26]=[CH:27][CH:28]=[CH:29][CH:30]=2)[C:31]2[CH:32]=[CH:33][CH:34]=[CH:35][CH:36]=2)[N:4]=1)[CH3:51]. (4) Given the reactants [CH3:1][O:2][C:3]([C:5]1[N:10]=[CH:9][C:8]2[C:11](Br)=[C:12]([C:14]3[CH:19]=[CH:18][C:17]([F:20])=[CH:16][CH:15]=3)[S:13][C:7]=2[C:6]=1[OH:22])=[O:4].[F:23][C:24]1[CH:29]=[CH:28][C:27](B(O)O)=[CH:26][CH:25]=1.C[O-].[Na+], predict the reaction product. The product is: [CH3:1][O:2][C:3]([C:5]1[N:10]=[CH:9][C:8]2[C:11]([C:27]3[CH:28]=[CH:29][C:24]([F:23])=[CH:25][CH:26]=3)=[C:12]([C:14]3[CH:19]=[CH:18][C:17]([F:20])=[CH:16][CH:15]=3)[S:13][C:7]=2[C:6]=1[OH:22])=[O:4].